Dataset: NCI-60 drug combinations with 297,098 pairs across 59 cell lines. Task: Regression. Given two drug SMILES strings and cell line genomic features, predict the synergy score measuring deviation from expected non-interaction effect. (1) Drug 1: COC1=CC(=CC(=C1O)OC)C2C3C(COC3=O)C(C4=CC5=C(C=C24)OCO5)OC6C(C(C7C(O6)COC(O7)C8=CC=CS8)O)O. Drug 2: CC(C1=C(C=CC(=C1Cl)F)Cl)OC2=C(N=CC(=C2)C3=CN(N=C3)C4CCNCC4)N. Cell line: RPMI-8226. Synergy scores: CSS=54.8, Synergy_ZIP=5.23, Synergy_Bliss=9.56, Synergy_Loewe=-13.2, Synergy_HSA=6.99. (2) Drug 1: CC1OCC2C(O1)C(C(C(O2)OC3C4COC(=O)C4C(C5=CC6=C(C=C35)OCO6)C7=CC(=C(C(=C7)OC)O)OC)O)O. Drug 2: C1CN1P(=S)(N2CC2)N3CC3. Cell line: OVCAR3. Synergy scores: CSS=29.5, Synergy_ZIP=-8.94, Synergy_Bliss=1.20, Synergy_Loewe=-10.1, Synergy_HSA=1.95. (3) Synergy scores: CSS=-3.27, Synergy_ZIP=0.257, Synergy_Bliss=-3.52, Synergy_Loewe=-3.29, Synergy_HSA=-5.15. Drug 2: C(CCl)NC(=O)N(CCCl)N=O. Drug 1: CC1=C2C(C(=O)C3(C(CC4C(C3C(C(C2(C)C)(CC1OC(=O)C(C(C5=CC=CC=C5)NC(=O)OC(C)(C)C)O)O)OC(=O)C6=CC=CC=C6)(CO4)OC(=O)C)O)C)O. Cell line: MCF7. (4) Drug 2: CN(C(=O)NC(C=O)C(C(C(CO)O)O)O)N=O. Synergy scores: CSS=9.29, Synergy_ZIP=-1.29, Synergy_Bliss=5.04, Synergy_Loewe=-4.74, Synergy_HSA=3.69. Cell line: SK-MEL-28. Drug 1: C1=NC(=NC(=O)N1C2C(C(C(O2)CO)O)O)N. (5) Drug 1: C1=NC(=NC(=O)N1C2C(C(C(O2)CO)O)O)N. Drug 2: C(=O)(N)NO. Cell line: SF-539. Synergy scores: CSS=25.4, Synergy_ZIP=-8.77, Synergy_Bliss=-2.31, Synergy_Loewe=-3.45, Synergy_HSA=-1.33. (6) Drug 1: COC1=C(C=C2C(=C1)N=CN=C2NC3=CC(=C(C=C3)F)Cl)OCCCN4CCOCC4. Drug 2: CC1OCC2C(O1)C(C(C(O2)OC3C4COC(=O)C4C(C5=CC6=C(C=C35)OCO6)C7=CC(=C(C(=C7)OC)O)OC)O)O. Cell line: MCF7. Synergy scores: CSS=40.1, Synergy_ZIP=1.43, Synergy_Bliss=2.46, Synergy_Loewe=5.45, Synergy_HSA=6.41. (7) Drug 1: C1=NC2=C(N=C(N=C2N1C3C(C(C(O3)CO)O)O)F)N. Drug 2: CC1C(C(CC(O1)OC2CC(OC(C2O)C)OC3=CC4=CC5=C(C(=O)C(C(C5)C(C(=O)C(C(C)O)O)OC)OC6CC(C(C(O6)C)O)OC7CC(C(C(O7)C)O)OC8CC(C(C(O8)C)O)(C)O)C(=C4C(=C3C)O)O)O)O. Cell line: A498. Synergy scores: CSS=33.2, Synergy_ZIP=1.81, Synergy_Bliss=4.10, Synergy_Loewe=-37.9, Synergy_HSA=1.02. (8) Drug 1: CC1=CC2C(CCC3(C2CCC3(C(=O)C)OC(=O)C)C)C4(C1=CC(=O)CC4)C. Drug 2: C1C(C(OC1N2C=NC3=C2NC=NCC3O)CO)O. Cell line: LOX IMVI. Synergy scores: CSS=-0.662, Synergy_ZIP=-3.25, Synergy_Bliss=-5.35, Synergy_Loewe=-4.73, Synergy_HSA=-4.11. (9) Drug 1: C1CCC(C1)C(CC#N)N2C=C(C=N2)C3=C4C=CNC4=NC=N3. Drug 2: CC1=C2C(C(=O)C3(C(CC4C(C3C(C(C2(C)C)(CC1OC(=O)C(C(C5=CC=CC=C5)NC(=O)C6=CC=CC=C6)O)O)OC(=O)C7=CC=CC=C7)(CO4)OC(=O)C)O)C)OC(=O)C. Cell line: ACHN. Synergy scores: CSS=20.7, Synergy_ZIP=-2.34, Synergy_Bliss=2.25, Synergy_Loewe=-9.30, Synergy_HSA=1.63. (10) Drug 1: C1=CC(=CC=C1CC(C(=O)O)N)N(CCCl)CCCl.Cl. Drug 2: CC1=C(C=C(C=C1)C(=O)NC2=CC(=CC(=C2)C(F)(F)F)N3C=C(N=C3)C)NC4=NC=CC(=N4)C5=CN=CC=C5. Cell line: SK-MEL-5. Synergy scores: CSS=13.3, Synergy_ZIP=1.46, Synergy_Bliss=7.91, Synergy_Loewe=-0.210, Synergy_HSA=2.08.